From a dataset of Reaction yield outcomes from USPTO patents with 853,638 reactions. Predict the reaction yield, written as a fraction of the theoretical maximum amount of product (1.0 means a 100% yield; for example, 0.34 means a 34% yield). The reactants are CCN(C(C)C)C(C)C.[F:10][C:11]([F:26])([F:25])[C:12]1[CH:20]=[CH:19][C:18]([C:21]([F:24])([F:23])[F:22])=[CH:17][C:13]=1[C:14]([OH:16])=O.C1C=CC2N(O)N=NC=2C=1.CCN=C=NCCCN(C)C.Cl.[O:49]=[C:50]([N:67]1[CH2:72][CH2:71][NH:70][CH2:69][CH2:68]1)[CH2:51][NH:52][C:53]([C:55]1[CH:60]=[CH:59][C:58]([C:61]2[CH:66]=[CH:65][CH:64]=[CH:63][CH:62]=2)=[CH:57][CH:56]=1)=[O:54]. The catalyst is CN(C=O)C.O. The product is [F:25][C:11]([F:10])([F:26])[C:12]1[CH:20]=[CH:19][C:18]([C:21]([F:24])([F:23])[F:22])=[CH:17][C:13]=1[C:14]([N:70]1[CH2:69][CH2:68][N:67]([C:50](=[O:49])[CH2:51][NH:52][C:53]([C:55]2[CH:60]=[CH:59][C:58]([C:61]3[CH:66]=[CH:65][CH:64]=[CH:63][CH:62]=3)=[CH:57][CH:56]=2)=[O:54])[CH2:72][CH2:71]1)=[O:16]. The yield is 0.516.